This data is from Full USPTO retrosynthesis dataset with 1.9M reactions from patents (1976-2016). The task is: Predict the reactants needed to synthesize the given product. (1) Given the product [Cl:48][C:49]1[N:54]=[CH:53][C:52]([CH2:55][NH:56][C:41]([C:39]2[S:40][C:36]([N:33]3[CH2:34][CH2:35][N:31]([CH2:30][C:29]4[CH:28]=[CH:27][C:26]([F:25])=[CH:47][CH:46]=4)[C:32]3=[O:45])=[CH:37][C:38]=2[CH3:44])=[O:42])=[CH:51][CH:50]=1, predict the reactants needed to synthesize it. The reactants are: CC1C=C(N2CCN(CCOC3C=CC=CC=3)C2=O)SC=1C(O)=O.[F:25][C:26]1[CH:47]=[CH:46][C:29]([CH2:30][N:31]2[CH2:35][CH2:34][N:33]([C:36]3[S:40][C:39]([C:41](O)=[O:42])=[C:38]([CH3:44])[CH:37]=3)[C:32]2=[O:45])=[CH:28][CH:27]=1.[Cl:48][C:49]1[N:54]=[CH:53][C:52]([CH2:55][NH2:56])=[CH:51][CH:50]=1. (2) Given the product [C:10]([O:14][C:15]([N:17]1[CH2:22][CH2:21][N:20]([S:32]([C:29]2[CH:28]=[CH:27][C:26]([N+:23]([O-:25])=[O:24])=[CH:31][CH:30]=2)(=[O:33])=[O:34])[CH2:19][CH2:18]1)=[O:16])([CH3:13])([CH3:11])[CH3:12], predict the reactants needed to synthesize it. The reactants are: C(N(C(C)C)CC)(C)C.[C:10]([O:14][C:15]([N:17]1[CH2:22][CH2:21][NH:20][CH2:19][CH2:18]1)=[O:16])([CH3:13])([CH3:12])[CH3:11].[N+:23]([C:26]1[CH:31]=[CH:30][C:29]([S:32](Cl)(=[O:34])=[O:33])=[CH:28][CH:27]=1)([O-:25])=[O:24].